From a dataset of HIV replication inhibition screening data with 41,000+ compounds from the AIDS Antiviral Screen. Binary Classification. Given a drug SMILES string, predict its activity (active/inactive) in a high-throughput screening assay against a specified biological target. (1) The result is 0 (inactive). The compound is O=C(OCC1CO1)c1cccs1. (2) The result is 0 (inactive). The drug is O=P(O)(CN1CCN(CP(=O)(O)c2ccccc2)CCN(CP(=O)(O)c2ccccc2)CC1)c1ccccc1.